From a dataset of Forward reaction prediction with 1.9M reactions from USPTO patents (1976-2016). Predict the product of the given reaction. (1) The product is: [O:21]1[CH2:22][C@@H:20]1[CH2:19][O:17][C:13]1[CH:12]=[C:11]([C:9]2[CH:8]=[CH:7][CH:6]=[C:5]3[C:10]=2[N:1]=[CH:2][CH:3]=[CH:4]3)[CH:16]=[CH:15][CH:14]=1. Given the reactants [N:1]1[C:10]2[C:5](=[CH:6][CH:7]=[CH:8][C:9]=2[C:11]2[CH:12]=[C:13]([OH:17])[CH:14]=[CH:15][CH:16]=2)[CH:4]=[CH:3][CH:2]=1.Cl[CH2:19][C@@H:20]1[CH2:22][O:21]1.C([O-])([O-])=O.[K+].[K+], predict the reaction product. (2) Given the reactants [C:1]([NH:5][C:6]([C:8]1[S:25][C:11]2[N:12]=[C:13]([S:23][CH3:24])[N:14]=[C:15]([C:16]3[CH:21]=[CH:20][CH:19]=[C:18]([OH:22])[CH:17]=3)[C:10]=2[C:9]=1[NH2:26])=[O:7])([CH3:4])([CH3:3])[CH3:2].Cl[C:28]([O:30][CH2:31][CH:32]=[CH2:33])=[O:29], predict the reaction product. The product is: [C:1]([NH:5][C:6]([C:8]1[S:25][C:11]2[N:12]=[C:13]([S:23][CH3:24])[N:14]=[C:15]([C:16]3[CH:21]=[CH:20][CH:19]=[C:18]([O:22][C:28]([O:30][CH2:31][CH:32]=[CH2:33])=[O:29])[CH:17]=3)[C:10]=2[C:9]=1[NH2:26])=[O:7])([CH3:4])([CH3:2])[CH3:3].